This data is from Catalyst prediction with 721,799 reactions and 888 catalyst types from USPTO. The task is: Predict which catalyst facilitates the given reaction. (1) Reactant: Br[C:2]1[CH:3]=[CH:4][C:5]2[N:6]([C:8]([C:11]([NH:13][C:14]3[CH:19]=[C:18]([C:20]4[N:24]=[C:23]([CH3:25])[O:22][N:21]=4)[CH:17]=[CH:16][C:15]=3[CH3:26])=[O:12])=[CH:9][N:10]=2)[CH:7]=1.[CH3:27][C:28]1[C:32](B2OC(C)(C)C(C)(C)O2)=[C:31]([CH3:42])[NH:30][N:29]=1.C(=O)([O-])[O-].[Na+].[Na+]. Product: [CH3:27][C:28]1[C:32]([C:2]2[CH:3]=[CH:4][C:5]3[N:6]([C:8]([C:11]([NH:13][C:14]4[CH:19]=[C:18]([C:20]5[N:24]=[C:23]([CH3:25])[O:22][N:21]=5)[CH:17]=[CH:16][C:15]=4[CH3:26])=[O:12])=[CH:9][N:10]=3)[CH:7]=2)=[C:31]([CH3:42])[NH:30][N:29]=1. The catalyst class is: 117. (2) Reactant: [CH3:1][C:2]1[CH:7]=[CH:6][C:5]([S:8]([O:11][CH2:12][C:13]2[CH:18]=[CH:17][CH:16]=[C:15]([CH:19]=O)[N:14]=2)(=[O:10])=[O:9])=[CH:4][CH:3]=1.C1(P(C2C=CC=CC=2)(C2C=CC=CC=2)=[CH:28][C:29](=[O:31])[CH3:30])C=CC=CC=1. Product: [CH3:1][C:2]1[CH:3]=[CH:4][C:5]([S:8]([O:11][CH2:12][C:13]2[CH:18]=[CH:17][CH:16]=[C:15](/[CH:19]=[CH:28]/[C:29](=[O:31])[CH3:30])[N:14]=2)(=[O:9])=[O:10])=[CH:6][CH:7]=1. The catalyst class is: 11. (3) Reactant: Cl[C:2]1[N:9]=[C:8]([CH3:10])[CH:7]=[C:6]([CH3:11])[C:3]=1[C:4]#[N:5].NC(N)=[S:14]. Product: [SH:14][C:2]1[N:9]=[C:8]([CH3:10])[CH:7]=[C:6]([CH3:11])[C:3]=1[C:4]#[N:5]. The catalyst class is: 51.